Dataset: Forward reaction prediction with 1.9M reactions from USPTO patents (1976-2016). Task: Predict the product of the given reaction. (1) Given the reactants [CH3:1][CH:2]1[CH2:6][C:5]2[C:7]([CH3:19])=[C:8]([N:13]3[CH2:18][CH2:17][NH:16][CH2:15][CH2:14]3)[C:9]([CH3:12])=[C:10]([CH3:11])[C:4]=2[O:3]1.Br[C:21]1[CH:26]=[CH:25][C:24]([S:27][CH3:28])=[CH:23][CH:22]=1, predict the reaction product. The product is: [CH3:28][S:27][C:24]1[CH:25]=[CH:26][C:21]([N:16]2[CH2:15][CH2:14][N:13]([C:8]3[C:9]([CH3:12])=[C:10]([CH3:11])[C:4]4[O:3][CH:2]([CH3:1])[CH2:6][C:5]=4[C:7]=3[CH3:19])[CH2:18][CH2:17]2)=[CH:22][CH:23]=1. (2) Given the reactants [CH3:1][O:2][C:3]1[CH:4]=[C:5]([C:12]([NH2:14])=O)[CH:6]=[C:7]([CH:11]=1)[C:8]([NH2:10])=O.N1C=CC=CC=1.FC(F)(F)C(OC(=O)C(F)(F)F)=O, predict the reaction product. The product is: [CH3:1][O:2][C:3]1[CH:4]=[C:5]([C:12]#[N:14])[CH:6]=[C:7]([CH:11]=1)[C:8]#[N:10]. (3) Given the reactants C[O:2][C:3]1[CH:8]=[CH:7][C:6]([O:9]C)=[CH:5][C:4]=1[C:11]1[C:12]2[NH:16][C:15]([C:17]([CH2:42][CH2:43][CH2:44][CH2:45][CH2:46][CH2:47][CH3:48])=[C:18]3[N:41]=[C:21]([CH:22]=[C:23]4[NH:40][C:26](=[C:27]([CH2:33][CH2:34][CH2:35][CH2:36][CH2:37][CH2:38][CH3:39])[C:28]5[CH:29]=[CH:30][C:31]=1[N:32]=5)[CH:25]=[CH:24]4)[CH:20]=[CH:19]3)=[CH:14][CH:13]=2.B(Br)(Br)Br.C(=O)(O)[O-].[Na+], predict the reaction product. The product is: [OH:2][C:3]1[CH:8]=[CH:7][C:6]([OH:9])=[CH:5][C:4]=1[C:11]1[C:12]2[NH:16][C:15]([C:17]([CH2:42][CH2:43][CH2:44][CH2:45][CH2:46][CH2:47][CH3:48])=[C:18]3[N:41]=[C:21]([CH:22]=[C:23]4[NH:40][C:26](=[C:27]([CH2:33][CH2:34][CH2:35][CH2:36][CH2:37][CH2:38][CH3:39])[C:28]5[CH:29]=[CH:30][C:31]=1[N:32]=5)[CH:25]=[CH:24]4)[CH:20]=[CH:19]3)=[CH:14][CH:13]=2. (4) Given the reactants [C:1]([O:7][CH2:8][N:9]1[C:13]2[N:14]=[CH:15][N:16]=[C:17]([C:18]3[CH:19]=[N:20][N:21](/[C:23](/[CH:28]4[CH2:32][CH2:31][CH2:30][CH2:29]4)=[CH:24]\[C:25]([NH2:27])=[O:26])[CH:22]=3)[C:12]=2[CH:11]=[CH:10]1)(=[O:6])[C:2]([CH3:5])([CH3:4])[CH3:3].[H][H], predict the reaction product. The product is: [C:1]([O:7][CH2:8][N:9]1[C:13]2[N:14]=[CH:15][N:16]=[C:17]([C:18]3[CH:19]=[N:20][N:21]([C@@H:23]([CH:28]4[CH2:32][CH2:31][CH2:30][CH2:29]4)[CH2:24][C:25]([NH2:27])=[O:26])[CH:22]=3)[C:12]=2[CH:11]=[CH:10]1)(=[O:6])[C:2]([CH3:4])([CH3:5])[CH3:3]. (5) Given the reactants NCC1C=CC(C(=O)CC(C)(C)C)=NC=1.Cl.[C:17]([O:21][C:22]([NH:24][CH2:25][C:26]1[CH:27]=[CH:28][C:29]([C:32](=[O:38])[CH2:33][C:34]([CH3:37])([CH3:36])[CH3:35])=[N:30][CH:31]=1)=[O:23])([CH3:20])([CH3:19])[CH3:18], predict the reaction product. The product is: [C:17]([O:21][C:22]([NH:24][CH2:25][C:26]1[CH:27]=[CH:28][C:29]([CH:32]([OH:38])[CH2:33][C:34]([CH3:37])([CH3:36])[CH3:35])=[N:30][CH:31]=1)=[O:23])([CH3:20])([CH3:19])[CH3:18]. (6) The product is: [CH3:8][C:6]1[N:7]=[C:2]([NH2:1])[CH:3]=[CH:4][C:5]=1[C:15]#[C:14][Si:11]([CH3:13])([CH3:12])[CH3:10]. Given the reactants [NH2:1][C:2]1[N:7]=[C:6]([CH3:8])[C:5](Br)=[CH:4][CH:3]=1.[CH3:10][Si:11]([C:14]#[CH:15])([CH3:13])[CH3:12].O1CCOCC1.O, predict the reaction product. (7) Given the reactants C([N:8]1[CH2:13][CH2:12][O:11][C:10]([CH2:15][CH2:16][OH:17])([CH3:14])[CH2:9]1)C1C=CC=CC=1, predict the reaction product. The product is: [CH3:14][C:10]1([CH2:15][CH2:16][OH:17])[O:11][CH2:12][CH2:13][NH:8][CH2:9]1. (8) Given the reactants [CH:1]1([CH2:4][O:5][C:6]2[CH:11]=[CH:10][C:9]([O:12][CH3:13])=[CH:8][C:7]=2[C:14]2[CH:19]=[CH:18][N:17]=[C:16]3[C:20]([C:32](O)=[O:33])=[C:21]([CH3:31])[N:22]([CH2:23][O:24][CH2:25][CH2:26][Si:27]([CH3:30])([CH3:29])[CH3:28])[C:15]=23)[CH2:3][CH2:2]1.[NH2:35][C@H:36]1[C@H:40]([OH:41])[CH2:39][N:38]([C:42]([O:44][C:45]([CH3:48])([CH3:47])[CH3:46])=[O:43])[CH2:37]1, predict the reaction product. The product is: [C:45]([O:44][C:42]([N:38]1[CH2:39][C@@H:40]([OH:41])[C@H:36]([NH:35][C:32]([C:20]2[C:16]3=[N:17][CH:18]=[CH:19][C:14]([C:7]4[CH:8]=[C:9]([O:12][CH3:13])[CH:10]=[CH:11][C:6]=4[O:5][CH2:4][CH:1]4[CH2:2][CH2:3]4)=[C:15]3[N:22]([CH2:23][O:24][CH2:25][CH2:26][Si:27]([CH3:28])([CH3:29])[CH3:30])[C:21]=2[CH3:31])=[O:33])[CH2:37]1)=[O:43])([CH3:48])([CH3:46])[CH3:47].